From a dataset of Full USPTO retrosynthesis dataset with 1.9M reactions from patents (1976-2016). Predict the reactants needed to synthesize the given product. Given the product [C:17]([O:16][C:14]([N:10]1[C:11]2[C:7](=[CH:6][C:5]([CH2:3][OH:2])=[CH:13][CH:12]=2)[CH:8]=[CH:9]1)=[O:15])([CH3:20])([CH3:18])[CH3:19], predict the reactants needed to synthesize it. The reactants are: C[O:2][C:3]([C:5]1[CH:6]=[C:7]2[C:11](=[CH:12][CH:13]=1)[N:10]([C:14]([O:16][C:17]([CH3:20])([CH3:19])[CH3:18])=[O:15])[CH:9]=[CH:8]2)=O.CC(C[AlH]CC(C)C)C.C1(C)C=CC=CC=1.